The task is: Predict which catalyst facilitates the given reaction.. This data is from Catalyst prediction with 721,799 reactions and 888 catalyst types from USPTO. (1) Reactant: C[O:2][C:3]([C:5]1[CH:6]=[C:7]2[C:11](=[CH:12][CH:13]=1)[N:10]([CH2:14][C:15]1[CH:19]=[C:18]([C:20]3[S:21][C:22]([Cl:25])=[CH:23][CH:24]=3)[O:17][N:16]=1)[C:9]([C:26](=[O:37])[NH:27][CH:28]1[CH2:33][CH2:32][N:31]([CH:34]([CH3:36])[CH3:35])[CH2:30][CH2:29]1)=[CH:8]2)=[O:4].[Li+].[OH-]. Product: [Cl:25][C:22]1[S:21][C:20]([C:18]2[O:17][N:16]=[C:15]([CH2:14][N:10]3[C:11]4[C:7](=[CH:6][C:5]([C:3]([OH:4])=[O:2])=[CH:13][CH:12]=4)[CH:8]=[C:9]3[C:26](=[O:37])[NH:27][CH:28]3[CH2:33][CH2:32][N:31]([CH:34]([CH3:35])[CH3:36])[CH2:30][CH2:29]3)[CH:19]=2)=[CH:24][CH:23]=1. The catalyst class is: 36. (2) Reactant: [CH3:1][C:2]1[CH:7]=[CH:6][C:5]([CH3:8])=[CH:4][C:3]=1[C:9]1[C:13]([NH:14][C:15]([C:17]2[CH:18]=[N:19][N:20]3[CH:25]=[CH:24][CH:23]=[N:22][C:21]=23)=[O:16])=[CH:12][NH:11][N:10]=1.IC.[C:28](=O)([O-])[O-].[Cs+].[Cs+]. Product: [CH3:1][C:2]1[CH:7]=[CH:6][C:5]([CH3:8])=[CH:4][C:3]=1[C:9]1[N:10]([CH3:28])[N:11]=[CH:12][C:13]=1[NH:14][C:15]([C:17]1[CH:18]=[N:19][N:20]2[CH:25]=[CH:24][CH:23]=[N:22][C:21]=12)=[O:16]. The catalyst class is: 9. (3) Reactant: C([Li])CCC.Br[C:7]1[CH:12]=[CH:11][C:10]([C:13]([F:19])([F:18])[C:14]([F:17])([F:16])[F:15])=[CH:9][CH:8]=1.[B:20](OC)([O:23]C)[O:21]C.Cl. Product: [F:18][C:13]([F:19])([C:10]1[CH:11]=[CH:12][C:7]([B:20]([OH:23])[OH:21])=[CH:8][CH:9]=1)[C:14]([F:17])([F:16])[F:15]. The catalyst class is: 305. (4) Reactant: [Br:1][C:2]1[CH:3]=[C:4]2[C:8](=[CH:9][CH:10]=1)[NH:7][N:6]=[CH:5]2.[CH2:11]1[CH2:16][O:15][CH:14]=[CH:13][CH2:12]1.CC1C=CC(S([O-])(=O)=O)=CC=1.C1C=C[NH+]=CC=1. Product: [Br:1][C:2]1[CH:3]=[C:4]2[C:8](=[CH:9][CH:10]=1)[N:7]([CH:14]1[CH2:13][CH2:12][CH2:11][CH2:16][O:15]1)[N:6]=[CH:5]2. The catalyst class is: 2.